This data is from Full USPTO retrosynthesis dataset with 1.9M reactions from patents (1976-2016). The task is: Predict the reactants needed to synthesize the given product. (1) Given the product [CH3:1][O:2][C:3]1[CH:11]=[CH:10][C:6]([C:7]([NH:25][CH2:26][C@H:27]([OH:32])[C@@H:28]([OH:31])[CH2:29][OH:30])=[O:8])=[CH:5][C:4]=1/[CH:12]=[CH:13]/[C:14]1[CH:15]=[CH:16][C:17]([O:20][C:21]([F:24])([F:22])[F:23])=[CH:18][CH:19]=1, predict the reactants needed to synthesize it. The reactants are: [CH3:1][O:2][C:3]1[CH:11]=[CH:10][C:6]([C:7](O)=[O:8])=[CH:5][C:4]=1/[CH:12]=[CH:13]/[C:14]1[CH:19]=[CH:18][C:17]([O:20][C:21]([F:24])([F:23])[F:22])=[CH:16][CH:15]=1.[NH2:25][CH2:26][C@H:27]([OH:32])[C@@H:28]([OH:31])[CH2:29][OH:30]. (2) Given the product [C:1]1([NH:7][S:8]([C:11]2[CH:12]=[C:13]3[C:17](=[CH:18][CH:19]=2)[NH:16][C:15](=[O:20])[C:14]3=[CH:38][C:33]2[NH:34][C:35]3[C:31]([CH:32]=2)=[CH:30][C:29]([O:28][CH2:27][CH2:26][N:21]2[CH2:25][CH2:24][CH2:23][CH2:22]2)=[CH:37][CH:36]=3)(=[O:10])=[O:9])[CH:2]=[CH:3][CH:4]=[CH:5][CH:6]=1, predict the reactants needed to synthesize it. The reactants are: [C:1]1([NH:7][S:8]([C:11]2[CH:12]=[C:13]3[C:17](=[CH:18][CH:19]=2)[NH:16][C:15](=[O:20])[CH2:14]3)(=[O:10])=[O:9])[CH:6]=[CH:5][CH:4]=[CH:3][CH:2]=1.[N:21]1([CH2:26][CH2:27][O:28][C:29]2[CH:30]=[C:31]3[C:35](=[CH:36][CH:37]=2)[NH:34][C:33]([CH:38]=O)=[CH:32]3)[CH2:25][CH2:24][CH2:23][CH2:22]1. (3) Given the product [CH2:42]([O:51][C:52]([C:2]1[N:7]=[C:6]([NH:8][CH2:9][C:10]2[C:15]([CH3:16])=[CH:14][CH:13]=[CH:12][C:11]=2[CH2:17][CH3:18])[C:5]2[N:19]=[C:20]([CH3:23])[N:21]([CH3:22])[C:4]=2[CH:3]=1)=[O:54])[CH3:37], predict the reactants needed to synthesize it. The reactants are: Br[C:2]1[N:7]=[C:6]([NH:8][CH2:9][C:10]2[C:15]([CH3:16])=[CH:14][CH:13]=[CH:12][C:11]=2[CH2:17][CH3:18])[C:5]2[N:19]=[C:20]([CH3:23])[N:21]([CH3:22])[C:4]=2[CH:3]=1.C1(P([C:37]2[CH:42]=CC=CC=2)C2C=CC=CC=2)C=CC=CC=1.C(N(CC)CC)C.[C]=[O:51].[CH2:52]([OH:54])C. (4) Given the product [Br:26][C:21]1[CH:22]=[CH:23][CH:24]=[CH:25][C:20]=1[C:19]([CH:7]1[CH2:8][C:2]2[S:1][CH:5]=[CH:4][C:3]=2[C:6]1=[O:9])=[O:18], predict the reactants needed to synthesize it. The reactants are: [S:1]1[CH:5]=[CH:4][C:3]2[C:6](=[O:9])[CH2:7][CH2:8][C:2]1=2.[H-].[Na+].C1([O:18][C:19](=O)[C:20]2[CH:25]=[CH:24][CH:23]=[CH:22][C:21]=2[Br:26])C=CC=CC=1.Cl. (5) Given the product [OH:4][C:3]1[CH:5]=[CH:6][CH:7]=[CH:8][C:2]=1/[CH:1]=[C:24]1/[C:22](=[O:23])[N:21]=[C:19]([N:14]2[CH2:15][CH2:16][CH2:17][N:11]([CH3:10])[CH2:12][CH2:13]2)[S:18]/1, predict the reactants needed to synthesize it. The reactants are: [CH:1](=O)[C:2]1[C:3](=[CH:5][CH:6]=[CH:7][CH:8]=1)[OH:4].[CH3:10][N:11]1[CH2:17][CH2:16][CH2:15][NH:14][CH2:13][CH2:12]1.[S:18]1[CH2:24][C:22](=[O:23])[NH:21][C:19]1=S.